Dataset: Reaction yield outcomes from USPTO patents with 853,638 reactions. Task: Predict the reaction yield, written as a fraction of the theoretical maximum amount of product (1.0 means a 100% yield; for example, 0.34 means a 34% yield). (1) The reactants are S(Cl)(Cl)=O.[F:5][C:6]1[CH:7]=[C:8]([CH:31]=[CH:32][CH:33]=1)[CH2:9][N:10]1[C:18]2[C:13](=[CH:14][C:15]([NH:19][C:20]3[C:25]4=[C:26]([CH2:29][OH:30])[CH:27]=[CH:28][N:24]4[N:23]=[CH:22][N:21]=3)=[CH:16][CH:17]=2)[CH:12]=[N:11]1.[C:34]([O:38][C:39]([N:41]1[CH2:46][CH2:45][O:44][C@H:43]([CH2:47]O)[CH2:42]1)=[O:40])([CH3:37])([CH3:36])[CH3:35].CCN(C(C)C)C(C)C. The catalyst is C(Cl)Cl. The product is [C:34]([O:38][C:39]([N:41]1[CH2:46][CH2:45][O:44][CH:43]([CH2:47][O:30][CH2:29][C:26]2[CH:27]=[CH:28][N:24]3[C:25]=2[C:20]([NH:19][C:15]2[CH:14]=[C:13]4[C:18](=[CH:17][CH:16]=2)[N:10]([CH2:9][C:8]2[CH:31]=[CH:32][CH:33]=[C:6]([F:5])[CH:7]=2)[N:11]=[CH:12]4)=[N:21][CH:22]=[N:23]3)[CH2:42]1)=[O:40])([CH3:37])([CH3:35])[CH3:36]. The yield is 0.500. (2) The reactants are [F:1][C:2]1[CH:7]=[C:6]([N:8]2[CH2:13][CH2:12][O:11][CH2:10][CH2:9]2)[C:5]([N+:14]([O-])=O)=[CH:4][N:3]=1. The catalyst is CO.[Pd]. The product is [F:1][C:2]1[N:3]=[CH:4][C:5]([NH2:14])=[C:6]([N:8]2[CH2:13][CH2:12][O:11][CH2:10][CH2:9]2)[CH:7]=1. The yield is 0.940.